Predict the product of the given reaction. From a dataset of Forward reaction prediction with 1.9M reactions from USPTO patents (1976-2016). (1) Given the reactants [Cl:1][C:2]1[CH:7]=[CH:6][C:5]([C@H:8]2[C@H:12]([NH:13][CH3:14])[CH2:11][N:10]([C:15]([CH:17]3[CH2:22][CH2:21][N:20]([C:23]4[CH:28]=[CH:27][C:26]([C:29]#[N:30])=[CH:25][N:24]=4)[CH2:19][CH2:18]3)=[O:16])[CH2:9]2)=[CH:4][CH:3]=1.Cl[C:32]([O:34][CH2:35][CH:36]([CH3:38])[CH3:37])=[O:33], predict the reaction product. The product is: [CH2:35]([O:34][C:32](=[O:33])[N:13]([C@H:12]1[C@H:8]([C:5]2[CH:4]=[CH:3][C:2]([Cl:1])=[CH:7][CH:6]=2)[CH2:9][N:10]([C:15]([CH:17]2[CH2:22][CH2:21][N:20]([C:23]3[CH:28]=[CH:27][C:26]([C:29]#[N:30])=[CH:25][N:24]=3)[CH2:19][CH2:18]2)=[O:16])[CH2:11]1)[CH3:14])[CH:36]([CH3:38])[CH3:37]. (2) Given the reactants [CH2:1]([C:3]1([C:35]([O:37]CC)=[O:36])[CH2:8][CH2:7][N:6]([C:9]2[S:10][C:11]([C:14]3[CH:15]=[C:16]([C:29]4[CH:34]=[CH:33][CH:32]=[CH:31][N:30]=4)[C:17]4[S:21][C:20]([NH:22][C:23](=[O:27])[NH:24][CH2:25][CH3:26])=[N:19][C:18]=4[CH:28]=3)=[CH:12][N:13]=2)[CH2:5][CH2:4]1)[CH3:2].[OH-].[Na+], predict the reaction product. The product is: [CH2:1]([C:3]1([C:35]([OH:37])=[O:36])[CH2:8][CH2:7][N:6]([C:9]2[S:10][C:11]([C:14]3[CH:15]=[C:16]([C:29]4[CH:34]=[CH:33][CH:32]=[CH:31][N:30]=4)[C:17]4[S:21][C:20]([NH:22][C:23](=[O:27])[NH:24][CH2:25][CH3:26])=[N:19][C:18]=4[CH:28]=3)=[CH:12][N:13]=2)[CH2:5][CH2:4]1)[CH3:2].